Predict which catalyst facilitates the given reaction. From a dataset of Catalyst prediction with 721,799 reactions and 888 catalyst types from USPTO. (1) Reactant: [NH:1]1[CH2:6][CH2:5][O:4][CH:3]([C:7](=[O:9])[CH3:8])[CH2:2]1.C(N(CC)CC)C.[C:17](Cl)(=[O:26])[O:18][CH2:19][C:20]1[CH:25]=[CH:24][CH:23]=[CH:22][CH:21]=1.O. Product: [C:7]([CH:3]1[O:4][CH2:5][CH2:6][N:1]([C:17]([O:18][CH2:19][C:20]2[CH:25]=[CH:24][CH:23]=[CH:22][CH:21]=2)=[O:26])[CH2:2]1)(=[O:9])[CH3:8]. The catalyst class is: 2. (2) Reactant: [O:1]1[CH2:5][CH2:4][O:3][C:2]21[CH2:18][C:10]1[CH:11]=[C:12]3[C:16](=[CH:17][C:9]=1[CH2:8][CH2:7][CH2:6]2)[NH:15][N:14]=[CH:13]3.P([O-])([O-])([O-])=O.[K+].[K+].[K+].[C@@H]1(N)[CH2:32][CH2:31][CH2:30][CH2:29][C@H:28]1[NH2:33].IC1C=CN=CC=1. Product: [N:33]1[CH:32]=[CH:31][C:30]([N:15]2[C:16]3[C:12](=[CH:11][C:10]4[CH2:18][C:2]5([O:1][CH2:5][CH2:4][O:3]5)[CH2:6][CH2:7][CH2:8][C:9]=4[CH:17]=3)[CH:13]=[N:14]2)=[CH:29][CH:28]=1. The catalyst class is: 321.